From a dataset of Reaction yield outcomes from USPTO patents with 853,638 reactions. Predict the reaction yield, written as a fraction of the theoretical maximum amount of product (1.0 means a 100% yield; for example, 0.34 means a 34% yield). (1) The reactants are Cl.[NH:2]1[CH2:5][CH:4]([NH:6][C:7](=[O:13])[O:8][C:9]([CH3:12])([CH3:11])[CH3:10])[CH2:3]1.CCN(C(C)C)C(C)C.[Cl:23][C:24]1[CH:29]=[N:28][CH:27]=[C:26](Cl)[N:25]=1. The catalyst is CN(C=O)C. The product is [C:9]([O:8][C:7](=[O:13])[NH:6][CH:4]1[CH2:5][N:2]([C:26]2[CH:27]=[N:28][CH:29]=[C:24]([Cl:23])[N:25]=2)[CH2:3]1)([CH3:10])([CH3:12])[CH3:11]. The yield is 0.840. (2) The reactants are C([O:3][C:4](=O)[CH2:5][C:6](=O)[CH:7]1[CH2:11][CH2:10][O:9][CH2:8]1)C.Cl.[NH2:15][C:16]([NH2:18])=[NH:17].CC(C)([O-])C.[K+]. The catalyst is CO.O. The product is [NH2:17][C:16]1[NH:18][C:4](=[O:3])[CH:5]=[C:6]([CH:7]2[CH2:11][CH2:10][O:9][CH2:8]2)[N:15]=1. The yield is 0.510. (3) The reactants are [NH2:1][C:2]1[CH:7]=[C:6]([Cl:8])[C:5]([C:9]([N:11]2[C:19]3[CH:18]=[CH:17][N:16]=[CH:15][C:14]=3[CH:13]=[CH:12]2)=[O:10])=[C:4]([Cl:20])[CH:3]=1.C(N(CC)CC)C.[C:28](Cl)(=[O:31])[CH2:29][CH3:30]. The catalyst is O1CCCC1. The product is [Cl:8][C:6]1[CH:7]=[C:2]([NH:1][C:28](=[O:31])[CH2:29][CH3:30])[CH:3]=[C:4]([Cl:20])[C:5]=1[C:9]([N:11]1[C:19]2[CH:18]=[CH:17][N:16]=[CH:15][C:14]=2[CH:13]=[CH:12]1)=[O:10]. The yield is 0.140. (4) The yield is 0.830. The catalyst is CS(C)=O.O. The reactants are [Br:1][C:2]1[CH:10]=[CH:9][C:8]([F:11])=[C:7]2[C:3]=1[C:4]([CH2:12][CH2:13][OH:14])=[CH:5][NH:6]2.I(C1C=CC=CC=1C(O)=O)(=O)=O. The product is [Br:1][C:2]1[CH:10]=[CH:9][C:8]([F:11])=[C:7]2[C:3]=1[C:4]([CH2:12][CH:13]=[O:14])=[CH:5][NH:6]2. (5) The reactants are C([NH:9][C:10]([NH:12][C:13]1[S:14][C:15]2[C:21]([C:22]3[CH:27]=[CH:26][CH:25]=[CH:24][CH:23]=3)=[CH:20][CH:19]=[C:18]([O:28][CH3:29])[C:16]=2[N:17]=1)=[S:11])(=O)C1C=CC=CC=1.C1COCC1.C[O-].[Na+]. The catalyst is CO. The product is [CH3:29][O:28][C:18]1[C:16]2[N:17]=[C:13]([NH:12][C:10]([NH2:9])=[S:11])[S:14][C:15]=2[C:21]([C:22]2[CH:27]=[CH:26][CH:25]=[CH:24][CH:23]=2)=[CH:20][CH:19]=1. The yield is 0.870. (6) The reactants are [F:1][C:2]([F:31])([C:20]1[C:25]([F:26])=[CH:24][C:23]([C:27]([F:30])([F:29])[F:28])=[CH:22][N:21]=1)[CH2:3][N:4]1[CH2:9][CH2:8][CH:7]([NH:10][C:11]2[C:12]3[CH:19]=[CH:18][NH:17][C:13]=3[N:14]=[CH:15][N:16]=2)[CH2:6][CH2:5]1.[ClH:32]. The catalyst is CO. The product is [ClH:32].[F:31][C:2]([F:1])([C:20]1[C:25]([F:26])=[CH:24][C:23]([C:27]([F:28])([F:29])[F:30])=[CH:22][N:21]=1)[CH2:3][N:4]1[CH2:5][CH2:6][CH:7]([NH:10][C:11]2[C:12]3[CH:19]=[CH:18][NH:17][C:13]=3[N:14]=[CH:15][N:16]=2)[CH2:8][CH2:9]1. The yield is 1.00.